Predict the reactants needed to synthesize the given product. From a dataset of Full USPTO retrosynthesis dataset with 1.9M reactions from patents (1976-2016). (1) Given the product [Cl:61][C:58]1[CH:59]=[CH:60][C:55]([CH2:54][N:36]2[C:35](=[O:9])[C:34]([C:32](=[O:31])[NH:1][CH:2]3[CH2:7][CH2:6][O:5][CH2:4][CH2:3]3)=[CH:39][N:38]=[C:37]2[NH:41][C:42]2[CH:43]=[CH:44][C:45]3[O:49][C:48]([CH2:50][CH3:51])=[C:47]([CH3:52])[C:46]=3[CH:53]=2)=[CH:56][CH:57]=1, predict the reactants needed to synthesize it. The reactants are: [NH2:1][CH:2]1[CH2:7][CH2:6][O:5][CH2:4][CH2:3]1.O.[OH:9]N1C2C=CC=CC=2N=N1.Cl.C(N=C=NCCCN(C)C)C.[OH:31][C:32]([C:34]1[C:39](=O)[NH:38][CH:37]([NH:41][C:42]2[CH:43]=[CH:44][C:45]3[O:49][C:48]([CH2:50][CH3:51])=[C:47]([CH3:52])[C:46]=3[CH:53]=2)[N:36]([CH2:54][C:55]2[CH:60]=[CH:59][C:58]([Cl:61])=[CH:57][CH:56]=2)[CH:35]=1)=O. (2) Given the product [ClH:16].[F:1][C:2]1[CH:3]=[C:4]([CH:7]=[C:8]([F:10])[CH:9]=1)[CH:5]=[N:15][NH:14][C:11]([NH2:13])=[NH:12], predict the reactants needed to synthesize it. The reactants are: [F:1][C:2]1[CH:3]=[C:4]([CH:7]=[C:8]([F:10])[CH:9]=1)[CH:5]=O.[C:11]([NH:14][NH2:15])([NH2:13])=[NH:12].[ClH:16]. (3) The reactants are: C([Si](C)(C)[O:6][CH2:7][CH2:8][C@H:9]1[C:14]2[CH:15]=[CH:16][C:17]([N:19]3[CH2:23][CH2:22][CH2:21][S:20]3(=[O:25])=[O:24])=[CH:18][C:13]=2[CH2:12][CH2:11][O:10]1)(C)(C)C.OCC[C@H]1C2C=CC(C(N)=O)=CC=2CCO1. Given the product [O:25]=[S:20]1(=[O:24])[CH2:21][CH2:22][CH2:23][N:19]1[C:17]1[CH:16]=[CH:15][C:14]2[C@H:9]([CH2:8][CH2:7][OH:6])[O:10][CH2:11][CH2:12][C:13]=2[CH:18]=1, predict the reactants needed to synthesize it. (4) Given the product [Br:1][C:2]1[CH:7]=[CH:6][C:5]([Cl:8])=[CH:4][C:3]=1[CH2:9][O:10][CH2:20][O:21][CH3:22], predict the reactants needed to synthesize it. The reactants are: [Br:1][C:2]1[CH:7]=[CH:6][C:5]([Cl:8])=[CH:4][C:3]=1[CH2:9][OH:10].C(N(C(C)C)CC)(C)C.[CH3:20][O:21][CH2:22]Cl. (5) The reactants are: [Cl:1][C:2]1[CH:27]=[CH:26][C:5]([O:6][C:7]2[CH:12]=[CH:11][CH:10]=[CH:9][C:8]=2[NH:13][S:14]([C:17]2[CH:25]=[CH:24][C:20]([C:21]([OH:23])=O)=[CH:19][CH:18]=2)(=[O:16])=[O:15])=[CH:4][CH:3]=1.[NH:28]1[CH2:33][CH2:32][CH:31]([CH2:34][C:35]2[CH:40]=[CH:39][C:38]([C:41]3[NH:42][CH2:43][CH2:44][CH2:45][N:46]=3)=[CH:37][CH:36]=2)[CH2:30][CH2:29]1. Given the product [Cl:1][C:2]1[CH:27]=[CH:26][C:5]([O:6][C:7]2[CH:12]=[CH:11][CH:10]=[CH:9][C:8]=2[NH:13][S:14]([C:17]2[CH:25]=[CH:24][C:20]([C:21]([N:28]3[CH2:33][CH2:32][CH:31]([CH2:34][C:35]4[CH:36]=[CH:37][C:38]([C:41]5[NH:46][CH2:45][CH2:44][CH2:43][N:42]=5)=[CH:39][CH:40]=4)[CH2:30][CH2:29]3)=[O:23])=[CH:19][CH:18]=2)(=[O:15])=[O:16])=[CH:4][CH:3]=1, predict the reactants needed to synthesize it. (6) Given the product [CH:1]1([C:4]2[N:5]=[CH:6][CH:7]=[C:8]3[C:13]=2[N:12]=[C:11]([C:14]([OH:16])=[O:15])[CH:10]=[C:9]3[O:17][CH2:19][CH2:20][OH:21])[CH2:2][CH2:3]1, predict the reactants needed to synthesize it. The reactants are: [CH:1]1([C:4]2[N:5]=[CH:6][CH:7]=[C:8]3[C:13]=2[N:12]=[C:11]([C:14]([OH:16])=[O:15])[CH:10]=[C:9]3[OH:17])[CH2:3][CH2:2]1.Br[CH2:19][CH2:20][O:21]C(=O)C.IC.